From a dataset of Full USPTO retrosynthesis dataset with 1.9M reactions from patents (1976-2016). Predict the reactants needed to synthesize the given product. (1) The reactants are: [CH3:1][C:2]1([CH3:39])[CH2:10][C:9]2[N:8]([C:11]3[CH:19]=[CH:18][C:14]([C:15]([NH2:17])=[O:16])=[C:13]([NH:20][C@H:21]4[CH2:26][CH2:25][C@H:24]([O:27]C5CCCCO5)[CH2:23][CH2:22]4)[CH:12]=3)[N:7]=[C:6]([C:34]([F:37])([F:36])[F:35])[C:5]=2[C:4](=[O:38])[CH2:3]1.C1(C)C=CC(S([O-])(=O)=O)=CC=1.[NH+]1C=CC=CC=1. Given the product [CH3:1][C:2]1([CH3:39])[CH2:10][C:9]2[N:8]([C:11]3[CH:19]=[CH:18][C:14]([C:15]([NH2:17])=[O:16])=[C:13]([NH:20][C@H:21]4[CH2:22][CH2:23][C@H:24]([OH:27])[CH2:25][CH2:26]4)[CH:12]=3)[N:7]=[C:6]([C:34]([F:36])([F:37])[F:35])[C:5]=2[C:4](=[O:38])[CH2:3]1, predict the reactants needed to synthesize it. (2) Given the product [ClH:7].[CH3:1][N:2]1[C:9]([CH3:10])=[C:8]([CH3:12])[S:6][C:3]1=[N:4][NH2:5], predict the reactants needed to synthesize it. The reactants are: [CH3:1][NH:2][C:3](=[S:6])[NH:4][NH2:5].[Cl:7][CH:8]([CH3:12])[C:9](=O)[CH3:10]. (3) The reactants are: [Cl:1][C:2]1[CH:7]=[C:6]([N+:8]([O-:10])=[O:9])[C:5]([O:11][CH3:12])=[CH:4][C:3]=1F.C([O-])([O-])=O.[K+].[K+].FC(F)(F)C(O)=O.FC(F)(F)C(O)=O.[NH:34]1[CH2:39][CH2:38][CH:37]([N:40]2[CH2:45][CH2:44][N:43]([C:46]([O:48][CH2:49][C:50]3[CH:55]=[CH:54][CH:53]=[CH:52][CH:51]=3)=[O:47])[CH2:42][CH2:41]2)[CH2:36][CH2:35]1.O. Given the product [Cl:1][C:2]1[CH:7]=[C:6]([N+:8]([O-:10])=[O:9])[C:5]([O:11][CH3:12])=[CH:4][C:3]=1[N:34]1[CH2:39][CH2:38][CH:37]([N:40]2[CH2:41][CH2:42][N:43]([C:46]([O:48][CH2:49][C:50]3[CH:55]=[CH:54][CH:53]=[CH:52][CH:51]=3)=[O:47])[CH2:44][CH2:45]2)[CH2:36][CH2:35]1, predict the reactants needed to synthesize it.